This data is from Reaction yield outcomes from USPTO patents with 853,638 reactions. The task is: Predict the reaction yield, written as a fraction of the theoretical maximum amount of product (1.0 means a 100% yield; for example, 0.34 means a 34% yield). (1) The reactants are [CH2:1](C1C=CC(Br)=CC=1)CCC.[C:12]1([OH:18])[CH:17]=[CH:16][CH:15]=[CH:14][CH:13]=1.C([O-])([O-])=O.[Cs+].[Cs+].[C:25]1([C:35](O)=O)[C:34]2[C:29](=[CH:30][CH:31]=[CH:32][CH:33]=2)C=C[CH:26]=1. The catalyst is C(OCC)(=O)C.C1(C)C=CC=CC=1. The product is [O:18]([C:31]1[CH:32]=[CH:33][C:34]([C:25]([CH3:26])([CH3:35])[CH3:1])=[CH:29][CH:30]=1)[C:12]1[CH:17]=[CH:16][CH:15]=[CH:14][CH:13]=1. The yield is 0.810. (2) The reactants are Cl[C:2]1[CH:7]=[C:6](Cl)[CH:5]=[C:4](F)[C:3]=1N=C=S.[CH3:13]C(C)N=C=NC(C)C.C[N:23]([CH:25]=[O:26])C. No catalyst specified. The product is [CH3:13][C:2]1([C:25]([NH2:23])=[O:26])[CH2:3][CH2:4][CH2:5][CH2:6][CH2:7]1. The yield is 0.410. (3) The reactants are CCN(C(C)C)C(C)C.[CH2:10]([O:17][N:18]1[C:24](=[O:25])[N:23]2[CH2:26][C@H:19]1[CH2:20][CH2:21][C@H:22]2[C:27]([OH:29])=O)[C:11]1[CH:16]=[CH:15][CH:14]=[CH:13][CH:12]=1.[NH:30]([C:32]([N:34]1[CH2:39][CH2:38][N:37]([C:40]([O:42][C:43]([CH3:46])([CH3:45])[CH3:44])=[O:41])[CH2:36][CH2:35]1)=[O:33])[NH2:31].CN(C(ON1N=NC2C=CC=NC1=2)=[N+](C)C)C.F[P-](F)(F)(F)(F)F. The catalyst is CN(C=O)C.O. The product is [CH2:10]([O:17][N:18]1[C:24](=[O:25])[N:23]2[CH2:26][C@H:19]1[CH2:20][CH2:21][C@H:22]2[C:27]([NH:31][NH:30][C:32]([N:34]1[CH2:35][CH2:36][N:37]([C:40]([O:42][C:43]([CH3:46])([CH3:45])[CH3:44])=[O:41])[CH2:38][CH2:39]1)=[O:33])=[O:29])[C:11]1[CH:12]=[CH:13][CH:14]=[CH:15][CH:16]=1. The yield is 0.540. (4) The reactants are [NH:1]1[CH:5]=[CH:4][N:3]=[C:2]1[CH:6]1[CH2:11][CH2:10][N:9]([C:12]([O:14][C:15]([CH3:18])([CH3:17])[CH3:16])=[O:13])[CH2:8][CH2:7]1.O1CCCC1.[Br:24]N1C(=O)CCC1=O. The catalyst is O. The product is [Br:24][C:5]1[N:1]=[C:2]([CH:6]2[CH2:7][CH2:8][N:9]([C:12]([O:14][C:15]([CH3:18])([CH3:17])[CH3:16])=[O:13])[CH2:10][CH2:11]2)[NH:3][CH:4]=1. The yield is 0.660. (5) The reactants are [NH2:1][CH:2]1[CH2:7][CH2:6][N:5]([C:8]([O:10][CH2:11][C:12]2[CH:17]=[CH:16][CH:15]=[CH:14][CH:13]=2)=[O:9])[CH2:4][CH2:3]1.[CH:18]1([N:24]=[C:25]=[O:26])[CH2:23][CH2:22][CH2:21][CH2:20][CH2:19]1.[C:27](Cl)(=[O:32])[CH2:28][C:29](Cl)=[O:30]. The catalyst is C(Cl)(Cl)Cl. The product is [CH:18]1([N:24]2[C:29](=[O:30])[CH2:28][C:27](=[O:32])[N:1]([CH:2]3[CH2:3][CH2:4][N:5]([C:8]([O:10][CH2:11][C:12]4[CH:17]=[CH:16][CH:15]=[CH:14][CH:13]=4)=[O:9])[CH2:6][CH2:7]3)[C:25]2=[O:26])[CH2:23][CH2:22][CH2:21][CH2:20][CH2:19]1. The yield is 0.800. (6) The reactants are [OH:1][C:2]1[CH:3]=[C:4]([CH:24]=[CH:25][CH:26]=1)[CH2:5][N:6]1[CH2:11][CH2:10][N:9]([C:12]2[N:23]=[CH:22][CH:21]=[CH:20][C:13]=2[C:14]([O:16][CH:17]([CH3:19])[CH3:18])=[O:15])[CH2:8][CH2:7]1.Br[CH2:28][C:29]1[CH:34]=[CH:33][CH:32]=[C:31]([O:35][CH3:36])[CH:30]=1.C([O-])([O-])=O.[K+].[K+].[ClH:43]. The catalyst is CC(C)=O.C(OCC)C. The product is [ClH:43].[CH3:36][O:35][C:31]1[CH:30]=[C:29]([CH2:28][O:1][C:2]2[CH:3]=[C:4]([CH2:5][N:6]3[CH2:7][CH2:8][N:9]([C:12]4[C:13]([C:14]([O:16][CH:17]([CH3:19])[CH3:18])=[O:15])=[CH:20][CH:21]=[CH:22][N:23]=4)[CH2:10][CH2:11]3)[CH:24]=[CH:25][CH:26]=2)[CH:34]=[CH:33][CH:32]=1. The yield is 0.430.